This data is from B-cell epitopes from IEDB database with 3,159 antigens for binding position prediction. The task is: Token-level Classification. Given an antigen amino acid sequence, predict which amino acid positions are active epitope sites capable of antibody binding. Output is a list of indices for active positions. (1) Given the antigen sequence: MAVNKGYTGYNKELNAMAATHAYIRLSTLMSQIESWQATRASVLTHLGVMLNGVSKLGERSFFSRTKRFGAHTSDGDEIFCDLGGEAVTQILSRLTVALQSARGEGAQTRNAKRGAAPGTSQVENEEQGQTDQTLAISNAVAELMIFVRTKDFTMNECYTQDSFEAKYNLKWEGSS, which amino acid positions are active epitope sites? The epitope positions are: [2, 3, 4, 5, 6, 7, 8, 9]. The amino acids at these positions are: VNKGYTGY. (2) Given the antigen sequence: MKDLLKFLKAQTKTEEFDAIKIALASPDMIRSWSFGEVKKPETINYRTFKPERDGLFCARIFGPVKDYECLCGKYKRLKHRGVICEKCGVEVTQTKVRRERMGHIELASPTAHIWFLKSLPSRIGLLLDMPLRDIERVLYFESYVVIEGGMTNLERQQILTEEQYLDALEEFGDEFDAKMGAEAIQALLKSMDLEQECEQLREELNETNSETKRKKLTKRIKLLEAFVQSGNKPEWMILTVLPVLPPDLRPLVPLDGGRFATSDLNDLYRRVINRNNRLKRLLDLAAPDIIVRNEKRMLQEAVDALLDNGRRGRAITGSNKRPLKSLADMIKGKQGRFRQNLLGKRVDYSGRSVITVGPYLRLHQCGLPKKMALELFKPFIYGKLELRGLATTIKAAKKMVEREEAVVWDILDEVIREHPVLLNRAPTLHRLGIQAFEPVLIEGKAIQLHPLVCAAYNADFDGDQMAVHVPLTLEAQLEARALMMSTNNILSPANGEPII..., which amino acid positions are active epitope sites? The epitope positions are: [1391, 1392, 1393, 1394, 1395, 1396, 1397, 1398, 1399, 1400, 1401, 1402, 1403]. The amino acids at these positions are: SLAELLNAGLGGS. (3) Given the antigen sequence: MDFSRNLYDIGEQLDSEDLASLKFLSLDYIPQRKQEPIKDALMLFQRLQEKRMLEESNLSFLKELLFRINRLDLLITYLNTRKEEMERELQTPGRAQISAYRVMLYQISEEVSRSELRSFKFLLQEEISKCKLDDDMNLLDIFIEMEKRVILGEGKLDILKRVCAQINKSLLKIINDYEEFSKERSSSLEGSPDEFSNGEELCGVMTISDSPREQDSESQTLDKVYQMKSKPRGYCLIINNHNFAKAREKVPKLHSIRDRNGTHLDAGALTTTFEELHFEIKPHDDCTVEQIYEILKIYQLMDHSNMDCFICCILSHGDKGIIYGTDGQEAPIYELTSQFTGLKCPSLAGKPKVFFIQACQGDNYQKGIPVETDSEEQPYLEMDLSSPQTRYIPDEADFLLGMATVNNCVSYRNPAEGTWYIQSLCQSLRERCPRGDDILTILTEVNYEVSNKDDKKNMGKQMPQPTFTLRKKLVFPSD, which amino acid positions are active epitope sites? The epitope positions are: [216, 217, 218, 219, 220, 221, 222, 223, 224, 225, 226, 227]. The amino acids at these positions are: SESQTLDKVYQM. (4) Given the antigen sequence: MLNKTDVSMLYITIMGMASEGDGNKYWLDYANNNSLGVSSLANIVLDSPGAAKFFGDSLLAGNEKDFVTKIYSIALGNTSDVDGINYWTKAITGGGEFTDSKGNVISVASLSKGDLIGAMINSMVNGGSAESKAIFEAKAAASDYFADATLGKDISGLNEGTTSKLISEINSASDLDKVKSEIDGLKESIDEAGLNKIALTTENDTITGTEGGDLISGVVGSLASENTLNAGDVIDGGAGSDILKVDLKSNFTGLDSSGVIKGVEKISLLNSGLISRTFDAKGIKDVQTLALNSEKGIEVKNLANIADIELTNLQAANFNVDSIYADKVLDGSADVQNLKVNGVGAKGASVAITADKIENLSLNATGKDSFLKDITSKDVSVKGNANITLEVKAGVNSLDASASSGKVSADLKAADVKTVKGGSGDDKFVVGTKVANVNVDGGAGNDELEINGAGTLKPTVANVEKVTLDATGALTLAMDNAKDVSELNIKGDKGAVTVV..., which amino acid positions are active epitope sites? The epitope positions are: [10, 11, 12, 13, 14, 15, 16, 17, 18, 19, 20, 21, 22, 23, 24, 25, 26, 27, 28, 29]. The amino acids at these positions are: YITIMGMASEGDGNKYWLDY.